From a dataset of Peptide-MHC class II binding affinity with 134,281 pairs from IEDB. Regression. Given a peptide amino acid sequence and an MHC pseudo amino acid sequence, predict their binding affinity value. This is MHC class II binding data. (1) The peptide sequence is AAATAGTSVYGAFAA. The MHC is HLA-DPA10103-DPB10601 with pseudo-sequence HLA-DPA10103-DPB10601. The binding affinity (normalized) is 0. (2) The peptide sequence is CFKVAATAANAAPAN. The MHC is DRB1_0901 with pseudo-sequence DRB1_0901. The binding affinity (normalized) is 0.444. (3) The peptide sequence is SSKAATAKAPGLVPK. The MHC is DRB1_0101 with pseudo-sequence DRB1_0101. The binding affinity (normalized) is 0.569. (4) The peptide sequence is GENQIVDKIDAAFKI. The MHC is DRB1_1501 with pseudo-sequence DRB1_1501. The binding affinity (normalized) is 0.465.